Dataset: Experimental lipophilicity measurements (octanol/water distribution) for 4,200 compounds from AstraZeneca. Task: Regression/Classification. Given a drug SMILES string, predict its absorption, distribution, metabolism, or excretion properties. Task type varies by dataset: regression for continuous measurements (e.g., permeability, clearance, half-life) or binary classification for categorical outcomes (e.g., BBB penetration, CYP inhibition). For this dataset (lipophilicity_astrazeneca), we predict Y. (1) The compound is COc1cc2ncnc(Nc3ccncc3)c2cc1OC. The Y is 2.22 logD. (2) The compound is COc1ccccc1N1CCN(Cc2c(Br)c(=O)n(-c3ccccc3)n2C)CC1. The Y is 2.50 logD. (3) The compound is Cc1ccc(-c2ccc(S(=O)(=O)N3CCC[C@H]3C(=O)N3CC[C@@H](N)C3)cc2F)o1. The Y is 1.20 logD.